From a dataset of Reaction yield outcomes from USPTO patents with 853,638 reactions. Predict the reaction yield, written as a fraction of the theoretical maximum amount of product (1.0 means a 100% yield; for example, 0.34 means a 34% yield). The reactants are Br[C:2]1[CH:3]=[N:4][CH:5]=[C:6]2[C:11]=1[N:10]=[C:9]([C:12]([NH:14][CH:15]([C:17]1[CH:22]=[CH:21][C:20]([S:23]([CH3:26])(=[O:25])=[O:24])=[CH:19][CH:18]=1)[CH3:16])=[O:13])[CH:8]=[CH:7]2.[F:27][C:28]1[CH:33]=[CH:32][CH:31]=[CH:30][C:29]=1B(O)O.C(=O)([O-])[O-].[Cs+].[Cs+]. The catalyst is O1CCOCC1.O.C1(P([C-]2C=CC=C2)C2C=CC=CC=2)C=CC=CC=1.[C-]1(P(C2C=CC=CC=2)C2C=CC=CC=2)C=CC=C1.[Fe+2].[Pd](Cl)Cl. The product is [F:27][C:28]1[CH:33]=[CH:32][CH:31]=[CH:30][C:29]=1[C:2]1[CH:3]=[N:4][CH:5]=[C:6]2[C:11]=1[N:10]=[C:9]([C:12]([NH:14][CH:15]([C:17]1[CH:22]=[CH:21][C:20]([S:23]([CH3:26])(=[O:25])=[O:24])=[CH:19][CH:18]=1)[CH3:16])=[O:13])[CH:8]=[CH:7]2. The yield is 0.930.